This data is from Forward reaction prediction with 1.9M reactions from USPTO patents (1976-2016). The task is: Predict the product of the given reaction. (1) Given the reactants [CH3:1][O:2][C:3]1[C:4]([CH3:23])=[C:5]([C:14]([O:21][CH3:22])=[C:15]([O:19][CH3:20])[C:16]=1[O:17][CH3:18])[CH2:6][C:7]1[CH:8]=[C:9]([OH:13])[CH:10]=[CH:11][CH:12]=1.C1N2CN3CN(C2)CN1C3.FC(F)(F)[C:36](O)=[O:37], predict the reaction product. The product is: [CH3:1][O:2][C:3]1[C:4]([CH3:23])=[C:5]([C:14]([O:21][CH3:22])=[C:15]([O:19][CH3:20])[C:16]=1[O:17][CH3:18])[CH2:6][C:7]1[CH:12]=[CH:11][C:10]([CH:36]=[O:37])=[C:9]([OH:13])[CH:8]=1.[CH3:1][O:2][C:3]1[C:4]([CH3:23])=[C:5]([C:14]([O:21][CH3:22])=[C:15]([O:19][CH3:20])[C:16]=1[O:17][CH3:18])[CH2:6][C:7]1[C:8]([CH:36]=[O:37])=[C:9]([OH:13])[CH:10]=[CH:11][CH:12]=1. (2) Given the reactants [F:1][C:2]([F:16])([F:15])[C:3]1[CH:10]=[CH:9][CH:8]=[C:7]([C:11]([F:14])([F:13])[F:12])[C:4]=1[CH2:5][Br:6].[C:17]1([P:23]([C:30]2[CH:35]=[CH:34][CH:33]=[CH:32][CH:31]=2)[C:24]2[CH:29]=[CH:28][CH:27]=[CH:26][CH:25]=2)[CH:22]=[CH:21][CH:20]=[CH:19][CH:18]=1, predict the reaction product. The product is: [Br-:6].[F:1][C:2]([F:16])([F:15])[C:3]1[CH:10]=[CH:9][CH:8]=[C:7]([C:11]([F:14])([F:13])[F:12])[C:4]=1[CH2:5][P+:23]([C:24]1[CH:25]=[CH:26][CH:27]=[CH:28][CH:29]=1)([C:30]1[CH:35]=[CH:34][CH:33]=[CH:32][CH:31]=1)[C:17]1[CH:18]=[CH:19][CH:20]=[CH:21][CH:22]=1.